The task is: Binary Classification. Given a drug SMILES string, predict its activity (active/inactive) in a high-throughput screening assay against a specified biological target.. This data is from Orexin1 receptor HTS with 218,158 compounds and 233 confirmed actives. (1) The molecule is Clc1cc2N(CC(=O)Nc3cc(ccc3)C(=O)C)C(=O)c3c(Oc2cc1)nccc3. The result is 0 (inactive). (2) The drug is Clc1c(cc(NC(=O)CN(C(=O)/C=C\c2cc(OC)ccc2)C)cc1)C(F)(F)F. The result is 0 (inactive). (3) The molecule is Brc1oc(C(=O)NCC(N2CCN(CC2)C)c2ccc(OC)cc2)cc1. The result is 0 (inactive). (4) The drug is O1CCN(CC1)c1nc(NC(C)(C)C)nc(n1)Nc1c(OC)cc(OC)cc1. The result is 0 (inactive). (5) The compound is S(=O)(=O)(N1CCC(CC1)C(O)=O)c1c(ccc(c1)C(O)=O)C. The result is 0 (inactive). (6) The drug is S(=O)(=O)(N)c1ccc(CNC(=O)c2oc3c(c2C)ccc(c3C)C)cc1. The result is 0 (inactive). (7) The compound is S(CC(=O)N1CCC(CC1)C)C=1Nc2c(S(=O)(=O)N1)cc(F)cc2. The result is 0 (inactive). (8) The compound is Fc1cc2C(=O)N3C(C(C4C3c3c(OC4)ccc(c3)C)C(OCC)=O)(C)C(=O)Nc2cc1. The result is 0 (inactive). (9) The compound is s1c(NC(=O)CCN2C(=O)c3c(C2=O)cccc3[N+]([O-])=O)ncc1. The result is 0 (inactive). (10) The molecule is Brc1ccc(OCCOc2ccc(cc2)/C=N\NC(=O)C)cc1. The result is 0 (inactive).